This data is from Experimentally validated miRNA-target interactions with 360,000+ pairs, plus equal number of negative samples. The task is: Binary Classification. Given a miRNA mature sequence and a target amino acid sequence, predict their likelihood of interaction. (1) The miRNA is hsa-miR-301b-3p with sequence CAGUGCAAUGAUAUUGUCAAAGC. The protein sequence of the target gene is MITGVFSMRLWTPVGVLTSLAYCLHQRRVALAELQEADGQCPVDRSLLKLKMVQVVFRHGARSPLKPLPLEEQVEWNPQLLEVPPQTQFDYTVTNLAGGPKPYSPYDSQYHETTLKGGMFAGQLTKVGMQQMFALGERLRKNYVEDIPFLSPTFNPQEVFIRSTNIFRNLESTRCLLAGLFQCQKEGPIIIHTDEADSEVLYPNYQSCWSLRQRTRGRRQTASLQPGISEDLKKVKDRMGIDSSDKVDFFILLDNVAAEQAHNLPSCPMLKRFARMIEQRAVDTSLYILPKEDRESLQMA.... Result: 1 (interaction). (2) The miRNA is hsa-miR-551b-3p with sequence GCGACCCAUACUUGGUUUCAG. The protein sequence of the target gene is MLPAAPGKGLGSPDPAPCGPAPPGNTKDIIMIYEEDAEEWALYLTEVFLHVVKREAILLYRLENFSFRHLELLNLTSYKCKLLILSNSLLRDLTPKKCQFLEKILHSPKSVVTLLCGVKSSDQLYELLNISQSRWEISTEQEPEDYISVIQSIIFKDSEDYFEVNIPTDLRAKHSGEISERKEIEELSEASRNTIPLAVVLPTEIPCENPGEIFIILRDEVIGDTVEVEFTSSNKRIRTRPALWNKKVWCMKALEFPAGSVHVNVYCDGIVKATTKIKYYPTAKAKECLFRMADSGESLC.... Result: 0 (no interaction). (3) The miRNA is hsa-miR-148b-3p with sequence UCAGUGCAUCACAGAACUUUGU. The protein sequence of the target gene is MRFTFPLMAIVLEIAMIVLFGLFVEYETDQTVLEQLNITKPTDMGIFFELYPLFQDVHVMIFVGFGFLMTFLKKYGFSSVGINLLVAALGLQWGTIVQGILQSQGQKFNIGIKNMINADFSAATVLISFGAVLGKTSPTQMLIMTILEIVFFAHNEYLVSEIFKASDIGASMTIHAFGAYFGLAVAGILYRSGLRKGHENEESAYYSDLFAMIGTLFLWMFWPSFNSAIAEPGDKQCRAIVNTYFSLAACVLTAFAFSSLVEHRGKLNMVHIQNATLAGGVAVGTCADMAIHPFGSMIIG.... Result: 1 (interaction). (4) The miRNA is mmu-miR-106b-5p with sequence UAAAGUGCUGACAGUGCAGAU. The protein sequence of the target gene is MRGRGNARSLLVQAVSLRPATWHPCLDMGHLHRPSSRTSHRNLPHVFLLFLFVGPFNCLASYSRATELLYSLNEGLPAGVLIGSLAEDLRLLPRASGRQNQQLLHPERTASEGNPPLSFSLASGGLSGQYVTLNNRSGELHTSAQEIDREALCLDGGGGAAWAGSTSIASSPSSDSCLLLLDVLVLPQEYFRFVKVKIAIRDINDNAPQFPISEISVWVPENSPVNTRLAIEHPAVDPDVGINGVQTYRLLDYHGMFTLDVEENENGERTPYLIVMGALDRETQDQYVSIIIAEDGGSPP.... Result: 0 (no interaction).